This data is from Full USPTO retrosynthesis dataset with 1.9M reactions from patents (1976-2016). The task is: Predict the reactants needed to synthesize the given product. Given the product [CH3:28][C:27]([Si:24]([CH3:26])([CH3:25])[O:17][CH2:16][C:13]1[CH:14]=[CH:15][C:10]([C:3]2[CH:4]=[C:5]([O:8][CH3:9])[CH:6]=[CH:7][C:2]=2[F:1])=[C:11]([C:18](=[O:23])[C:19]([CH3:20])([CH3:22])[CH3:21])[CH:12]=1)([CH3:30])[CH3:29], predict the reactants needed to synthesize it. The reactants are: [F:1][C:2]1[CH:7]=[CH:6][C:5]([O:8][CH3:9])=[CH:4][C:3]=1[C:10]1[CH:15]=[CH:14][C:13]([CH2:16][OH:17])=[CH:12][C:11]=1[C:18](=[O:23])[C:19]([CH3:22])([CH3:21])[CH3:20].[Si:24](Cl)([C:27]([CH3:30])([CH3:29])[CH3:28])([CH3:26])[CH3:25].